Dataset: Full USPTO retrosynthesis dataset with 1.9M reactions from patents (1976-2016). Task: Predict the reactants needed to synthesize the given product. (1) The reactants are: [O:1]=[C:2]1[CH2:11][CH2:10][C:9]2[C:4](=[CH:5][CH:6]=[C:7]([C:12]([OH:14])=O)[CH:8]=2)[NH:3]1.Cl.[O:16]([CH2:23][CH2:24][C@@H:25]1[CH2:30][CH2:29][C@H:28]([CH2:31][NH2:32])[CH2:27][CH2:26]1)[C:17]1[CH:22]=[CH:21][CH:20]=[CH:19][CH:18]=1. Given the product [O:1]=[C:2]1[CH2:11][CH2:10][C:9]2[C:4](=[CH:5][CH:6]=[C:7]([C:12]([NH:32][CH2:31][C@H:28]3[CH2:27][CH2:26][C@@H:25]([CH2:24][CH2:23][O:16][C:17]4[CH:18]=[CH:19][CH:20]=[CH:21][CH:22]=4)[CH2:30][CH2:29]3)=[O:14])[CH:8]=2)[NH:3]1, predict the reactants needed to synthesize it. (2) Given the product [F:32][C:33]1[CH:34]=[CH:35][C:36]([C:39]2[C:51]([C:52](=[O:64])[C:53]3[CH:58]=[CH:57][C:56]([O:59][C:60]([F:62])([F:63])[F:61])=[CH:55][CH:54]=3)=[C:50]([CH:65]([CH3:66])[CH3:67])[CH:49]=[C:48]3[C:40]=2[C:41](=[O:68])[CH2:42][C:43]2([O:47]3)[CH2:46][CH2:45][CH2:44]2)=[CH:37][CH:38]=1, predict the reactants needed to synthesize it. The reactants are: CC(OI1(OC(C)=O)(OC(C)=O)OC(=O)C2C1=CC=CC=2)=O.ClCCl.N1C=CC=CC=1.[F:32][C:33]1[CH:38]=[CH:37][C:36]([C:39]2[C:51]([CH:52]([OH:64])[C:53]3[CH:58]=[CH:57][C:56]([O:59][C:60]([F:63])([F:62])[F:61])=[CH:55][CH:54]=3)=[C:50]([CH:65]([CH3:67])[CH3:66])[CH:49]=[C:48]3[C:40]=2[C:41](=[O:68])[CH2:42][C:43]2([O:47]3)[CH2:46][CH2:45][CH2:44]2)=[CH:35][CH:34]=1. (3) Given the product [CH2:27]([O:20][C:9]1[CH:8]=[CH:7][C:6]2[C@@H:5]3[C@H:14]([C@H:15]4[C@@:2]([CH2:3][CH2:4]3)([CH3:1])[C:18](=[O:19])[CH2:17][CH2:16]4)[CH2:13][CH2:12][C:11]=2[CH:10]=1)[C:28]1[CH:33]=[CH:32][CH:31]=[CH:30][CH:29]=1, predict the reactants needed to synthesize it. The reactants are: [CH3:1][C@@:2]12[C:18](=[O:19])[CH2:17][CH2:16][C@H:15]1[C@H:14]1[C@@H:5]([C:6]3[CH:7]=[CH:8][C:9]([OH:20])=[CH:10][C:11]=3[CH2:12][CH2:13]1)[CH2:4][CH2:3]2.C(=O)([O-])[O-].[K+].[K+].[CH2:27](Br)[C:28]1[CH:33]=[CH:32][CH:31]=[CH:30][CH:29]=1. (4) Given the product [Cl:1][C:2]1[CH:7]=[C:6]([C:8]2[CH:9]=[CH:10][C:11]3[N:12]([C:14]([CH2:17][O:18][C:19]4[C:28]5[C:23](=[CH:24][C:25]([O:29][CH3:30])=[CH:26][CH:27]=5)[N:22]=[CH:21][CH:20]=4)=[N:15][N:16]=3)[N:13]=2)[CH:5]=[CH:4][C:3]=1[CH:31]([NH2:33])[CH3:32], predict the reactants needed to synthesize it. The reactants are: [Cl:1][C:2]1[CH:7]=[C:6]([C:8]2[CH:9]=[CH:10][C:11]3[N:12]([C:14]([CH2:17][O:18][C:19]4[C:28]5[C:23](=[CH:24][C:25]([O:29][CH3:30])=[CH:26][CH:27]=5)[N:22]=[CH:21][CH:20]=4)=[N:15][N:16]=3)[N:13]=2)[CH:5]=[CH:4][C:3]=1[CH:31]([NH:33]C(=O)OC(C)(C)C)[CH3:32].